From a dataset of Reaction yield outcomes from USPTO patents with 853,638 reactions. Predict the reaction yield, written as a fraction of the theoretical maximum amount of product (1.0 means a 100% yield; for example, 0.34 means a 34% yield). (1) The reactants are [OH2:1].[N:2]1[CH:7]=[CH:6][C:5]([C:8]([OH:10])=[O:9])=[CH:4][C:3]=1[C:11]([OH:13])=[O:12].OO. The catalyst is C(O)(=O)C.O. The product is [N+:2]1([O-:1])[C:3]([C:11]([OH:13])=[O:12])=[CH:4][C:5]([C:8]([OH:10])=[O:9])=[CH:6][CH:7]=1. The yield is 0.910. (2) The reactants are Br[CH:2]1[CH:6]([CH2:7][CH3:8])[O:5][C:3]1=O.[OH:9][C:10]1[CH:15]=[CH:14][C:13]([C:16](=[S:18])[NH2:17])=[CH:12][C:11]=1[CH2:19][CH2:20][CH3:21]. The catalyst is C(O)C. The product is [S:18]1[C:7]2[CH2:8][CH2:2][CH2:3][O:5][C:6]=2[N:17]=[C:16]1[C:13]1[CH:14]=[CH:15][C:10]([OH:9])=[C:11]([CH2:19][CH2:20][CH3:21])[CH:12]=1. The yield is 0.580.